From a dataset of Full USPTO retrosynthesis dataset with 1.9M reactions from patents (1976-2016). Predict the reactants needed to synthesize the given product. (1) Given the product [F:28][C:29]([F:48])([F:47])[S:30]([O:22][C:13]1[C:14]([N:16]([CH3:21])[S:17]([CH3:20])(=[O:19])=[O:18])=[CH:15][N:10]2[N:9]=[C:8]([C:5]3[CH:6]=[CH:7][C:2]([F:1])=[CH:3][CH:4]=3)[C:23]([C:24](=[O:25])[NH:26][CH3:27])=[C:11]2[CH:12]=1)(=[O:32])=[O:31], predict the reactants needed to synthesize it. The reactants are: [F:1][C:2]1[CH:7]=[CH:6][C:5]([C:8]2[C:23]([C:24]([NH:26][CH3:27])=[O:25])=[C:11]3[CH:12]=[C:13]([OH:22])[C:14]([N:16]([CH3:21])[S:17]([CH3:20])(=[O:19])=[O:18])=[CH:15][N:10]3[N:9]=2)=[CH:4][CH:3]=1.[F:28][C:29]([F:48])([F:47])[S:30](N(C1C=CC=CC=1)[S:30]([C:29]([F:48])([F:47])[F:28])(=[O:32])=[O:31])(=[O:32])=[O:31].CCN(CC)CC. (2) Given the product [C:34]([C:31]1[CH:30]=[CH:29][C:28]([CH2:27][N:12]([C:3]2[C:2]([Cl:1])=[CH:7][C:6]([C:8]([F:11])([F:9])[F:10])=[CH:5][N:4]=2)[S:13]([C:16]2[CH:25]=[CH:24][C:19]([C:20]([O:22][CH3:23])=[O:21])=[CH:18][CH:17]=2)(=[O:15])=[O:14])=[CH:33][CH:32]=1)([CH3:37])([CH3:35])[CH3:36], predict the reactants needed to synthesize it. The reactants are: [Cl:1][C:2]1[C:3]([NH:12][S:13]([C:16]2[CH:25]=[CH:24][C:19]([C:20]([O:22][CH3:23])=[O:21])=[CH:18][CH:17]=2)(=[O:15])=[O:14])=[N:4][CH:5]=[C:6]([C:8]([F:11])([F:10])[F:9])[CH:7]=1.Br[CH2:27][C:28]1[CH:33]=[CH:32][C:31]([C:34]([CH3:37])([CH3:36])[CH3:35])=[CH:30][CH:29]=1. (3) Given the product [CH2:1]([O:3][C:4]([C:6]1[C:7]([O:16][S:24]([C:27]([F:30])([F:29])[F:28])(=[O:26])=[O:25])=[CH:8][C:9](=[O:15])[N:10]2[C:14]=1[CH2:13][CH2:12][CH2:11]2)=[O:5])[CH3:2], predict the reactants needed to synthesize it. The reactants are: [CH2:1]([O:3][C:4]([C:6]1[C:7]([OH:16])=[CH:8][C:9](=[O:15])[N:10]2[C:14]=1[CH2:13][CH2:12][CH2:11]2)=[O:5])[CH3:2].C(N(CC)CC)C.[S:24](O[S:24]([C:27]([F:30])([F:29])[F:28])(=[O:26])=[O:25])([C:27]([F:30])([F:29])[F:28])(=[O:26])=[O:25].CCOC(C)=O. (4) Given the product [CH:12]1[C:10]2[CH2:11][N:5]([C:3](=[O:4])[CH2:2][O:20][C:21]3[CH:22]=[CH:23][C:24]([C:25]([O:27][CH3:28])=[O:26])=[CH:29][CH:30]=3)[C:6]3[CH:19]=[CH:18][CH:17]=[CH:16][C:7]=3[O:8][C:9]=2[CH:15]=[CH:14][CH:13]=1, predict the reactants needed to synthesize it. The reactants are: Br[CH2:2][C:3]([N:5]1[CH2:11][C:10]2[CH:12]=[CH:13][CH:14]=[CH:15][C:9]=2[O:8][C:7]2[CH:16]=[CH:17][CH:18]=[CH:19][C:6]1=2)=[O:4].[OH:20][C:21]1[CH:30]=[CH:29][C:24]([C:25]([O:27][CH3:28])=[O:26])=[CH:23][CH:22]=1.C(=O)([O-])[O-].[Cs+].[Cs+]. (5) Given the product [CH3:3][N:4]1[CH:12]=[C:11]2[C:6]([CH:7]=[CH:8][CH:9]=[C:10]2[C@@H:13]2[CH2:15][C@H:14]2[CH2:16][NH:17][C:25](=[O:28])[CH2:26][CH3:27])=[N:5]1, predict the reactants needed to synthesize it. The reactants are: Cl.Cl.[CH3:3][N:4]1[CH:12]=[C:11]2[C:6]([CH:7]=[CH:8][CH:9]=[C:10]2[C@@H:13]2[CH2:15][C@H:14]2[CH2:16][NH2:17])=[N:5]1.C(N(CC)CC)C.[C:25](O[C:25](=[O:28])[CH2:26][CH3:27])(=[O:28])[CH2:26][CH3:27]. (6) Given the product [CH:24]1([NH:30][CH2:15][C:8]2[CH:7]=[N:6][C:5]3[C:10](=[CH:11][C:12]([O:13][CH3:14])=[C:3]([O:2][CH3:1])[CH:4]=3)[N:9]=2)[CH2:29][CH2:28][CH2:27][CH2:26][CH2:25]1, predict the reactants needed to synthesize it. The reactants are: [CH3:1][O:2][C:3]1[CH:4]=[C:5]2[C:10](=[CH:11][C:12]=1[O:13][CH3:14])[N:9]=[C:8]([CH:15]=O)[CH:7]=[N:6]2.COF.ClCCCl.[CH:24]1([NH2:30])[CH2:29][CH2:28][CH2:27][CH2:26][CH2:25]1.[BH4-].[Na+]. (7) Given the product [Cl:1][C:2]1[CH:7]=[CH:6][C:5]([S:8]([C:11]2([C:25]3[CH:30]=[C:29]([F:31])[CH:28]=[CH:27][C:26]=3[F:32])[CH2:16][CH2:15][CH:14]([CH2:17][S:18]([CH2:21][C:22]([NH2:51])=[O:23])(=[O:20])=[O:19])[CH2:13][CH2:12]2)(=[O:10])=[O:9])=[CH:4][CH:3]=1, predict the reactants needed to synthesize it. The reactants are: [Cl:1][C:2]1[CH:7]=[CH:6][C:5]([S:8]([C:11]2([C:25]3[CH:30]=[C:29]([F:31])[CH:28]=[CH:27][C:26]=3[F:32])[CH2:16][CH2:15][CH:14]([CH2:17][S:18]([CH2:21][C:22](O)=[O:23])(=[O:20])=[O:19])[CH2:13][CH2:12]2)(=[O:10])=[O:9])=[CH:4][CH:3]=1.FC1C(O)=C(F)C(F)=C(F)C=1F.C1([N:51]=C=NC2CCCCC2)CCCCC1.